From a dataset of Full USPTO retrosynthesis dataset with 1.9M reactions from patents (1976-2016). Predict the reactants needed to synthesize the given product. Given the product [CH3:23][C@@H:15]1[N:10]([C:7]2[CH:8]=[N:9][C:4]([N+:1]([O-:3])=[O:2])=[CH:5][CH:6]=2)[CH2:11][CH2:12][N:13]([C:16]([O:18][C:19]([CH3:22])([CH3:21])[CH3:20])=[O:17])[CH2:14]1, predict the reactants needed to synthesize it. The reactants are: [N+:1]([C:4]1[N:9]=[CH:8][C:7]([N:10]2[CH2:15][CH2:14][N:13]([C:16]([O:18][C:19]([CH3:22])([CH3:21])[CH3:20])=[O:17])[CH2:12][CH2:11]2)=[CH:6][CH:5]=1)([O-:3])=[O:2].[CH3:23][C@@H]1NCCN(C(OC(C)(C)C)=O)C1.BrC1C=CC([N+]([O-])=O)=NC=1.